This data is from Peptide-MHC class II binding affinity with 134,281 pairs from IEDB. The task is: Regression. Given a peptide amino acid sequence and an MHC pseudo amino acid sequence, predict their binding affinity value. This is MHC class II binding data. (1) The peptide sequence is SVLDGHLPDTIPIQL. The MHC is DRB1_0101 with pseudo-sequence DRB1_0101. The binding affinity (normalized) is 0.642. (2) The peptide sequence is GPLRISASSAAQRRG. The MHC is DRB1_0801 with pseudo-sequence DRB1_0801. The binding affinity (normalized) is 0.475. (3) The peptide sequence is KKSRMSMAMGTMAGCGY. The MHC is DRB3_0301 with pseudo-sequence DRB3_0301. The binding affinity (normalized) is 0.728. (4) The peptide sequence is SEELRSLYNTVATLYCVHQ. The MHC is H-2-IAb with pseudo-sequence H-2-IAb. The binding affinity (normalized) is 0.181. (5) The peptide sequence is RLKSLVNDLTDKNNLLE. The MHC is DRB1_1501 with pseudo-sequence DRB1_1501. The binding affinity (normalized) is 0. (6) The peptide sequence is TVKLGGVFHELPSLC. The MHC is DRB1_0101 with pseudo-sequence DRB1_0101. The binding affinity (normalized) is 0.591.